This data is from Catalyst prediction with 721,799 reactions and 888 catalyst types from USPTO. The task is: Predict which catalyst facilitates the given reaction. (1) Reactant: [NH2:1][C:2]1[CH:10]=[CH:9][CH:8]=[C:7]2[C:3]=1[C:4](=[O:20])[N:5]([CH:12]1[CH2:17][CH2:16][C:15](=[O:18])[NH:14][C:13]1=[O:19])[C:6]2=[O:11].[C:21](Cl)(=[O:26])[CH2:22][CH2:23][CH2:24][CH3:25]. Product: [O:19]=[C:13]1[CH:12]([N:5]2[C:4](=[O:20])[C:3]3[C:7](=[CH:8][CH:9]=[CH:10][C:2]=3[NH:1][C:21](=[O:26])[CH2:22][CH2:23][CH2:24][CH3:25])[C:6]2=[O:11])[CH2:17][CH2:16][C:15](=[O:18])[NH:14]1. The catalyst class is: 1. (2) Product: [OH:13][C:12]1[C:2]([OH:1])=[C:3]([N+:17]([O-:19])=[O:18])[C:4]2[S:8][N:7]([CH3:9])[C:6](=[O:10])[C:5]=2[CH:11]=1. Reactant: [OH:1][C:2]1[C:12]([O:13]C(=O)C)=[CH:11][C:5]2[C:6](=[O:10])[N:7]([CH3:9])[S:8][C:4]=2[C:3]=1[N+:17]([O-:19])=[O:18]. The catalyst class is: 209. (3) Reactant: [CH:1]([NH:4][CH2:5][C@H:6]1[CH2:10][CH2:9][CH2:8][NH:7]1)([CH3:3])[CH3:2].C(N(C(C)C)CC)(C)C.Cl[C:21]1[N:26]([CH3:27])[C:25](=[O:28])[C:24]([C:29]2[CH:30]=[C:31]([CH3:35])[CH:32]=[CH:33][CH:34]=2)=[C:23]([C:36]2[CH:41]=[CH:40][N:39]=[CH:38][CH:37]=2)[N:22]=1.BrC1C=C(C2C(=O)N(C)C(Cl)=NC=2C2C=CN=CC=2)C=CC=1. Product: [CH:1]([NH:4][CH2:5][CH:6]1[CH2:10][CH2:9][CH2:8][N:7]1[C:21]1[N:26]([CH3:27])[C:25](=[O:28])[C:24]([C:29]2[CH:30]=[C:31]([CH3:35])[CH:32]=[CH:33][CH:34]=2)=[C:23]([C:36]2[CH:37]=[CH:38][N:39]=[CH:40][CH:41]=2)[N:22]=1)([CH3:3])[CH3:2]. The catalyst class is: 4. (4) Reactant: [CH3:1][N:2]([CH3:13])[CH2:3][CH2:4][NH:5][C:6]1[C:11]([NH2:12])=[CH:10][CH:9]=[CH:8][N:7]=1.[C:14](N1C=CN=C1)(N1C=CN=C1)=[O:15]. Product: [CH3:1][N:2]([CH3:13])[CH2:3][CH2:4][N:5]1[C:6]2=[N:7][CH:8]=[CH:9][CH:10]=[C:11]2[NH:12][C:14]1=[O:15]. The catalyst class is: 3. (5) Reactant: [H-].[Na+].[I-].[CH3:4][S+](C)(C)=O.[F:9][C:10]1[CH:15]=[C:14]([F:16])[CH:13]=[CH:12][C:11]=1[C@:17]12[CH2:26][O:25][C@@H:24]([CH:27]=[O:28])[CH2:23][C@H:22]1[CH2:21][S:20][C:19]([NH:29][C:30](=[O:37])[C:31]1[CH:36]=[CH:35][CH:34]=[CH:33][CH:32]=1)=[N:18]2.[Cl-].[NH4+]. Product: [F:9][C:10]1[CH:15]=[C:14]([F:16])[CH:13]=[CH:12][C:11]=1[C@:17]12[CH2:26][O:25][C@@H:24]([CH:27]3[CH2:4][O:28]3)[CH2:23][C@H:22]1[CH2:21][S:20][C:19]([NH:29][C:30](=[O:37])[C:31]1[CH:32]=[CH:33][CH:34]=[CH:35][CH:36]=1)=[N:18]2. The catalyst class is: 633. (6) Reactant: O.NN.[CH3:4][N:5]([CH:25]1[CH2:28][O:27][CH2:26]1)[C@@H:6]1[CH2:11][CH2:10][CH2:9][N:8]([C:12]2[CH:17]=[CH:16][C:15]([N+:18]([O-])=O)=[C:14]([O:21][CH:22]([CH3:24])[CH3:23])[CH:13]=2)[CH2:7]1. Product: [NH2:18][C:15]1[CH:16]=[CH:17][C:12]([N:8]2[CH2:9][CH2:10][CH2:11][C@@H:6]([N:5]([CH3:4])[CH:25]3[CH2:28][O:27][CH2:26]3)[CH2:7]2)=[CH:13][C:14]=1[O:21][CH:22]([CH3:24])[CH3:23]. The catalyst class is: 29. (7) Reactant: [Br:1][C:2]1[C:11]2[C:6](=[CH:7][C:8]([C:12]3[N:13]=[C:14]([C:18]4[CH:23]=[CH:22][CH:21]=[CH:20][CH:19]=4)[S:15][C:16]=3[Br:17])=[CH:9][CH:10]=2)[CH:5]=[CH:4][C:3]=1[O:24][CH:25]([CH2:30][C:31]1[CH:36]=[CH:35][CH:34]=[CH:33][CH:32]=1)[C:26]([O:28]C)=[O:27].[OH-].[Na+]. Product: [Br:1][C:2]1[C:11]2[C:6](=[CH:7][C:8]([C:12]3[N:13]=[C:14]([C:18]4[CH:19]=[CH:20][CH:21]=[CH:22][CH:23]=4)[S:15][C:16]=3[Br:17])=[CH:9][CH:10]=2)[CH:5]=[CH:4][C:3]=1[O:24][CH:25]([CH2:30][C:31]1[CH:32]=[CH:33][CH:34]=[CH:35][CH:36]=1)[C:26]([OH:28])=[O:27]. The catalyst class is: 87.